Regression. Given a peptide amino acid sequence and an MHC pseudo amino acid sequence, predict their binding affinity value. This is MHC class I binding data. From a dataset of Peptide-MHC class I binding affinity with 185,985 pairs from IEDB/IMGT. (1) The peptide sequence is RSFKDLLKK. The MHC is HLA-A30:01 with pseudo-sequence HLA-A30:01. The binding affinity (normalized) is 0.540. (2) The peptide sequence is FQAGMRLYF. The MHC is HLA-B35:01 with pseudo-sequence HLA-B35:01. The binding affinity (normalized) is 0.0847. (3) The peptide sequence is LSYQHFRRL. The MHC is Patr-B0101 with pseudo-sequence Patr-B0101. The binding affinity (normalized) is 0.799. (4) The peptide sequence is EGKDTPGGY. The MHC is HLA-A23:01 with pseudo-sequence HLA-A23:01. The binding affinity (normalized) is 0.